From a dataset of Forward reaction prediction with 1.9M reactions from USPTO patents (1976-2016). Predict the product of the given reaction. (1) Given the reactants [CH2:1]([N:4]([CH2:17][CH2:18][CH3:19])[S:5]([C:8]1[CH:16]=[CH:15][C:11]([C:12]([OH:14])=O)=[CH:10][CH:9]=1)(=[O:7])=[O:6])[CH2:2][CH3:3].S(Cl)(Cl)=O.[NH2:24][C:25]1[S:26][C:27]2[C:33]([C:34]3[CH:39]=[CH:38][CH:37]=[CH:36][CH:35]=3)=[CH:32][CH:31]=[C:30]([O:40][CH3:41])[C:28]=2[N:29]=1.C(N(CC)CC)C, predict the reaction product. The product is: [CH2:17]([N:4]([CH2:1][CH2:2][CH3:3])[S:5]([C:8]1[CH:9]=[CH:10][C:11]([C:12]([NH:24][C:25]2[S:26][C:27]3[C:33]([C:34]4[CH:39]=[CH:38][CH:37]=[CH:36][CH:35]=4)=[CH:32][CH:31]=[C:30]([O:40][CH3:41])[C:28]=3[N:29]=2)=[O:14])=[CH:15][CH:16]=1)(=[O:6])=[O:7])[CH2:18][CH3:19]. (2) Given the reactants [F:1][C:2]1[CH:7]=[CH:6][CH:5]=[CH:4][C:3]=1[NH:8][C:9]([NH2:11])=[S:10].BrBr, predict the reaction product. The product is: [F:1][C:2]1[C:3]2[N:8]=[C:9]([NH2:11])[S:10][C:4]=2[CH:5]=[CH:6][CH:7]=1. (3) Given the reactants Cl.[S:2]1[CH2:6][CH2:5][NH:4][CH:3]1[C:7]([O:9][CH3:10])=[O:8].[N+:11]([C:14]1[CH:22]=[CH:21][C:17]([C:18](Cl)=[O:19])=[CH:16][CH:15]=1)([O-:13])=[O:12], predict the reaction product. The product is: [N+:11]([C:14]1[CH:15]=[CH:16][C:17]([C:18]([N:4]2[CH2:5][CH2:6][S:2][CH:3]2[C:7]([O:9][CH3:10])=[O:8])=[O:19])=[CH:21][CH:22]=1)([O-:13])=[O:12]. (4) Given the reactants C[O:2][C:3](=[O:23])[CH2:4][CH2:5][NH:6][C:7](=[O:22])[C:8]1[CH:13]=[CH:12][C:11]([CH:14]([OH:21])[CH2:15][CH2:16][C:17]([F:20])([F:19])[F:18])=[CH:10][CH:9]=1.[CH3:24][C:25]1[CH:26]=[C:27](O)[CH:28]=[N:29][C:30]=1[C:31]1[CH:36]=[CH:35][C:34]([C:37]([F:40])([F:39])[F:38])=[CH:33][CH:32]=1, predict the reaction product. The product is: [F:18][C:17]([F:20])([F:19])[CH2:16][CH2:15][CH:14]([C:11]1[CH:12]=[CH:13][C:8]([C:7]([NH:6][CH2:5][CH2:4][C:3]([OH:2])=[O:23])=[O:22])=[CH:9][CH:10]=1)[O:21][C:27]1[CH:28]=[N:29][C:30]([C:31]2[CH:36]=[CH:35][C:34]([C:37]([F:39])([F:40])[F:38])=[CH:33][CH:32]=2)=[C:25]([CH3:24])[CH:26]=1. (5) Given the reactants [C:1]([N:5]1[CH2:8][CH:7]([OH:9])[CH2:6]1)([CH3:4])([CH3:3])[CH3:2].C(N(CC)CC)C.[Br:17][C:18]1[CH:19]=[CH:20][C:21]([O:25][CH2:26][C:27]2[CH:32]=[CH:31][CH:30]=[C:29]([F:33])[CH:28]=2)=[C:22](O)[CH:23]=1.C([O-])([O-])=O.[K+].[K+], predict the reaction product. The product is: [Br:17][C:18]1[CH:23]=[CH:22][C:21]([O:25][CH2:26][C:27]2[CH:32]=[CH:31][CH:30]=[C:29]([F:33])[CH:28]=2)=[C:20]([CH:19]=1)[O:9][CH:7]1[CH2:8][N:5]([C:1]([CH3:4])([CH3:3])[CH3:2])[CH2:6]1.